Predict the reactants needed to synthesize the given product. From a dataset of Full USPTO retrosynthesis dataset with 1.9M reactions from patents (1976-2016). (1) Given the product [I:14][C:8]1[S:7][C:6]([NH2:9])=[N:5][C:4]=1[CH:1]([CH3:3])[CH3:2], predict the reactants needed to synthesize it. The reactants are: [CH:1]([C:4]1[N:5]=[C:6]([NH2:9])[S:7][CH:8]=1)([CH3:3])[CH3:2].C(O)(=O)C.[I:14]Cl. (2) Given the product [F:1][C:2]([F:15])([F:14])[S:3]([O:6][C:24]1[CH:23]=[C:22]2[C:27]([CH:19]=[CH:20][NH:21]2)=[CH:26][CH:25]=1)(=[O:5])=[O:4], predict the reactants needed to synthesize it. The reactants are: [F:1][C:2]([F:15])([F:14])[S:3]([O:6]S(C(F)(F)F)(=O)=O)(=[O:5])=[O:4].C([C:19]1[C:27]2[C:22](=[CH:23][C:24](O)=[CH:25][CH:26]=2)[N:21](CC(N2C[C@H](F)C[C@H]2C(NCC2C=CC=C(Cl)C=2F)=O)=O)[CH:20]=1)(=O)C. (3) Given the product [CH2:1]([O:8][C@H:9]1[C@@H:14]([O:15][CH2:16][C:17]2[CH:22]=[CH:21][CH:20]=[CH:19][CH:18]=2)[C@H:13]([O:23][CH2:24][C:25]2[CH:26]=[CH:27][CH:28]=[CH:29][CH:30]=2)[C@@H:12]([CH2:31][O:32][CH2:33][C:34]2[CH:35]=[CH:36][CH:37]=[CH:38][CH:39]=2)[O:11]/[C:10]/1=[CH:40]/[CH2:41][OH:42])[C:2]1[CH:7]=[CH:6][CH:5]=[CH:4][CH:3]=1, predict the reactants needed to synthesize it. The reactants are: [CH2:1]([O:8][C@H:9]1[C@@H:14]([O:15][CH2:16][C:17]2[CH:22]=[CH:21][CH:20]=[CH:19][CH:18]=2)[C@H:13]([O:23][CH2:24][C:25]2[CH:30]=[CH:29][CH:28]=[CH:27][CH:26]=2)[C@@H:12]([CH2:31][O:32][CH2:33][C:34]2[CH:39]=[CH:38][CH:37]=[CH:36][CH:35]=2)[O:11]/[C:10]/1=[CH:40]/[C:41](OC)=[O:42])[C:2]1[CH:7]=[CH:6][CH:5]=[CH:4][CH:3]=1.CC(C[AlH]CC(C)C)C.[C@H](O)(C([O-])=O)[C@@H](O)C([O-])=O.[Na+].[K+].CCOC(C)=O. (4) Given the product [CH3:1][C:2]1[N:3]([CH2:15][CH2:16][CH2:17][C:18]2([CH3:23])[O:22][CH2:21][CH2:20][O:19]2)[C:4]2[C:13]3[CH:12]=[CH:11][CH:10]=[CH:9][C:8]=3[N+:7]([O-:32])=[CH:6][C:5]=2[N:14]=1, predict the reactants needed to synthesize it. The reactants are: [CH3:1][C:2]1[N:3]([CH2:15][CH2:16][CH2:17][C:18]2([CH3:23])[O:22][CH2:21][CH2:20][O:19]2)[C:4]2[C:13]3[CH:12]=[CH:11][CH:10]=[CH:9][C:8]=3[N:7]=[CH:6][C:5]=2[N:14]=1.C1C=C(Cl)C=C(C(OO)=[O:32])C=1. (5) The reactants are: [CH3:1][O:2][C:3]1[CH:8]=[CH:7][C:6]([C:9]2[N:13]([C:14]3[CH:21]=[CH:20][C:17]([C:18]#[N:19])=[CH:16][CH:15]=3)[N:12]=[CH:11][CH:10]=2)=[CH:5][C:4]=1[O:22][C@@H:23]1[CH2:27][CH2:26][O:25][CH2:24]1.[N-:28]=[N+:29]=[N-:30].[Na+].[Cl-].[NH4+]. Given the product [CH3:1][O:2][C:3]1[CH:8]=[CH:7][C:6]([C:9]2[N:13]([C:14]3[CH:15]=[CH:16][C:17]([C:18]4[NH:30][N:29]=[N:28][N:19]=4)=[CH:20][CH:21]=3)[N:12]=[CH:11][CH:10]=2)=[CH:5][C:4]=1[O:22][C@@H:23]1[CH2:27][CH2:26][O:25][CH2:24]1, predict the reactants needed to synthesize it. (6) Given the product [C:17]([O:16][C@:14]1([CH3:15])[C@H:13]([O:25][C:26](=[O:33])[C:27]2[CH:32]=[CH:31][CH:30]=[CH:29][CH:28]=2)[C@@H:12]([CH2:34][O:35][C:36](=[O:43])[C:37]2[CH:38]=[CH:39][CH:40]=[CH:41][CH:42]=2)[O:11][C@H:10]1[N:51]1[CH:50]=[N:49][C:48]2[C:52]1=[N:53][C:45]([NH2:44])=[N:46][C:47]=2[NH2:54])(=[O:24])[C:18]1[CH:23]=[CH:22][CH:21]=[CH:20][CH:19]=1, predict the reactants needed to synthesize it. The reactants are: C(O[CH:10]1[C@@:14]([O:16][C:17](=[O:24])[C:18]2[CH:23]=[CH:22][CH:21]=[CH:20][CH:19]=2)([CH3:15])[C@@H:13]([O:25][C:26](=[O:33])[C:27]2[CH:32]=[CH:31][CH:30]=[CH:29][CH:28]=2)[C@@H:12]([CH2:34][O:35][C:36](=[O:43])[C:37]2[CH:42]=[CH:41][CH:40]=[CH:39][CH:38]=2)[O:11]1)(=O)C1C=CC=CC=1.[NH2:44][C:45]1[N:53]=[C:52]2[C:48]([NH:49][CH:50]=[N:51]2)=[C:47]([NH2:54])[N:46]=1.C1CCN2C(=NCCC2)CC1.[Si](OS(C(F)(F)F)(=O)=O)(C)(C)C. (7) Given the product [Cl:1][C:2]1[N:10]=[C:9]2[C:5]([N:6]=[C:7]([CH2:12][CH2:13][N:28]3[CH:21]4[CH2:27][CH2:26][CH:25]3[CH2:24][O:23][CH2:22]4)[N:8]2[CH3:11])=[C:4]([N:15]2[CH2:20][CH2:19][O:18][CH2:17][CH2:16]2)[N:3]=1, predict the reactants needed to synthesize it. The reactants are: [Cl:1][C:2]1[N:10]=[C:9]2[C:5]([N:6]=[C:7]([CH2:12][CH:13]=O)[N:8]2[CH3:11])=[C:4]([N:15]2[CH2:20][CH2:19][O:18][CH2:17][CH2:16]2)[N:3]=1.[CH:21]12[NH:28][CH:25]([CH2:26][CH2:27]1)[CH2:24][O:23][CH2:22]2.C(O[BH-](OC(=O)C)OC(=O)C)(=O)C.[Na+]. (8) Given the product [CH2:6]([O:5][C:1]([C:2]1[CH:3]=[CH:12][NH:13][N:14]=1)=[O:4])[CH3:7], predict the reactants needed to synthesize it. The reactants are: [C:1]([O:5][CH2:6][CH3:7])(=[O:4])[C:2]#[CH:3].C[Si]([CH:12]=[N+:13]=[N-:14])(C)C.O. (9) Given the product [CH2:7]([N:8]1[C:9]([C:10]2[CH:11]=[N:12][C:13]3[C:18]([CH:19]=2)=[CH:17][CH:16]=[CH:15][CH:14]=3)=[C:4]([CH:1]([CH3:3])[CH3:2])[C:5](=[O:21])[NH:6][C:22]1=[O:25])[CH3:28], predict the reactants needed to synthesize it. The reactants are: [CH:1]([C:4]1[C:5](=[O:21])[NH:6][C:7](=O)[NH:8][C:9]=1[C:10]1[CH:11]=[N:12][C:13]2[C:18]([CH:19]=1)=[CH:17][CH:16]=[CH:15][CH:14]=2)([CH3:3])[CH3:2].[C:22](=[O:25])([O-])[O-].[K+].[K+].[CH3:28]N(C=O)C. (10) Given the product [O:3]=[C:2]1[NH:4][C:5](=[O:6])[C:7](=[CH:10][C:12]2[C:20]3[C:15](=[CH:16][CH:17]=[CH:18][CH:19]=3)[N:14]([CH2:21][C:22]3[CH:23]=[CH:24][C:25]([C:26]#[N:27])=[CH:28][CH:29]=3)[CH:13]=2)[C:8](=[O:9])[NH:1]1, predict the reactants needed to synthesize it. The reactants are: [NH:1]1[C:8](=[O:9])[CH2:7][C:5](=[O:6])[NH:4][C:2]1=[O:3].[CH:10]([C:12]1[C:20]2[C:15](=[CH:16][CH:17]=[CH:18][CH:19]=2)[N:14]([CH2:21][C:22]2[CH:29]=[CH:28][C:25]([C:26]#[N:27])=[CH:24][CH:23]=2)[CH:13]=1)=O.